Dataset: Forward reaction prediction with 1.9M reactions from USPTO patents (1976-2016). Task: Predict the product of the given reaction. Given the reactants S(Cl)(Cl)=O.[OH:5][C:6]1[CH:14]=[CH:13][C:9]([C:10]([OH:12])=[O:11])=[CH:8][N:7]=1.[CH3:15]O, predict the reaction product. The product is: [CH3:15][O:11][C:10]([C:9]1[CH:13]=[CH:14][C:6](=[O:5])[NH:7][CH:8]=1)=[O:12].